Task: Regression. Given two drug SMILES strings and cell line genomic features, predict the synergy score measuring deviation from expected non-interaction effect.. Dataset: NCI-60 drug combinations with 297,098 pairs across 59 cell lines (1) Drug 2: CS(=O)(=O)CCNCC1=CC=C(O1)C2=CC3=C(C=C2)N=CN=C3NC4=CC(=C(C=C4)OCC5=CC(=CC=C5)F)Cl. Synergy scores: CSS=54.2, Synergy_ZIP=0.126, Synergy_Bliss=1.43, Synergy_Loewe=-2.98, Synergy_HSA=2.01. Cell line: OVCAR-5. Drug 1: COC1=C(C=C2C(=C1)N=CN=C2NC3=CC(=C(C=C3)F)Cl)OCCCN4CCOCC4. (2) Synergy scores: CSS=43.6, Synergy_ZIP=-3.59, Synergy_Bliss=-3.00, Synergy_Loewe=0.817, Synergy_HSA=2.56. Cell line: SF-295. Drug 1: CC1=C2C(C(=O)C3(C(CC4C(C3C(C(C2(C)C)(CC1OC(=O)C(C(C5=CC=CC=C5)NC(=O)C6=CC=CC=C6)O)O)OC(=O)C7=CC=CC=C7)(CO4)OC(=O)C)O)C)OC(=O)C. Drug 2: CC1=C(N=C(N=C1N)C(CC(=O)N)NCC(C(=O)N)N)C(=O)NC(C(C2=CN=CN2)OC3C(C(C(C(O3)CO)O)O)OC4C(C(C(C(O4)CO)O)OC(=O)N)O)C(=O)NC(C)C(C(C)C(=O)NC(C(C)O)C(=O)NCCC5=NC(=CS5)C6=NC(=CS6)C(=O)NCCC[S+](C)C)O. (3) Drug 1: CC(C1=C(C=CC(=C1Cl)F)Cl)OC2=C(N=CC(=C2)C3=CN(N=C3)C4CCNCC4)N. Drug 2: CC1=C2C(C(=O)C3(C(CC4C(C3C(C(C2(C)C)(CC1OC(=O)C(C(C5=CC=CC=C5)NC(=O)OC(C)(C)C)O)O)OC(=O)C6=CC=CC=C6)(CO4)OC(=O)C)O)C)O. Cell line: CAKI-1. Synergy scores: CSS=46.8, Synergy_ZIP=-7.42, Synergy_Bliss=-2.94, Synergy_Loewe=-30.1, Synergy_HSA=-0.0825.